From a dataset of Reaction yield outcomes from USPTO patents with 853,638 reactions. Predict the reaction yield, written as a fraction of the theoretical maximum amount of product (1.0 means a 100% yield; for example, 0.34 means a 34% yield). The reactants are [H-].[H-].[H-].[H-].[Li+].[Al+3].[CH3:7][O:8][C:9]1[CH:17]=[C:16]2[C:12]([CH:13]=[C:14]([C:18](OC)=O)[NH:15]2)=[CH:11][CH:10]=1. The catalyst is O1CCOCC1. The product is [CH3:7][O:8][C:9]1[CH:17]=[C:16]2[C:12]([CH:13]=[C:14]([CH3:18])[NH:15]2)=[CH:11][CH:10]=1. The yield is 0.610.